Dataset: Full USPTO retrosynthesis dataset with 1.9M reactions from patents (1976-2016). Task: Predict the reactants needed to synthesize the given product. (1) Given the product [NH2:8][C:9]1[CH:14]=[CH:13][CH:12]=[CH:11][C:10]=1[NH:15][C:16](=[O:30])[C:17]1[CH:18]=[CH:19][C:20]([N:23]2[CH2:24][CH2:25][N:26]([CH3:29])[CH2:27][CH2:28]2)=[CH:21][CH:22]=1, predict the reactants needed to synthesize it. The reactants are: C(OC([NH:8][C:9]1[CH:14]=[CH:13][CH:12]=[CH:11][C:10]=1[NH:15][C:16](=[O:30])[C:17]1[CH:22]=[CH:21][C:20]([N:23]2[CH2:28][CH2:27][N:26]([CH3:29])[CH2:25][CH2:24]2)=[CH:19][CH:18]=1)=O)(C)(C)C.C(OCC)C. (2) Given the product [F:16][C:2]([F:1])([F:15])[CH2:3][O:4][C:5]1[CH:6]=[CH:7][C:8]([C:11]([OH:13])=[O:12])=[N:9][CH:10]=1, predict the reactants needed to synthesize it. The reactants are: [F:1][C:2]([F:16])([F:15])[CH2:3][O:4][C:5]1[CH:6]=[CH:7][C:8]([C:11]([O:13]C)=[O:12])=[N:9][CH:10]=1.[OH-].[Li+].Cl. (3) Given the product [F:1][C:2]1[CH:7]=[CH:6][C:5]([C@@H:8]([NH:11][C:12](=[O:13])[C:14]2[CH:19]=[CH:18][C:17]([C@@H:20]3[O:25][CH2:24][CH2:23][NH:22][CH2:21]3)=[CH:16][CH:15]=2)[CH2:9][OH:10])=[CH:4][CH:3]=1, predict the reactants needed to synthesize it. The reactants are: [F:1][C:2]1[CH:7]=[CH:6][C:5]([C@@H:8]([NH:11][C:12]([C:14]2[CH:19]=[CH:18][C:17]([C@@H:20]3[O:25][CH2:24][CH2:23][N:22](C(OC(C)(C)C)=O)[CH2:21]3)=[CH:16][CH:15]=2)=[O:13])[CH2:9][OH:10])=[CH:4][CH:3]=1.FC(F)(F)C(O)=O. (4) Given the product [CH:13]1([CH:1]([OH:2])[C:3]2[CH:10]=[CH:9][C:6]([C:7]#[N:8])=[CH:5][CH:4]=2)[CH2:18][CH2:17][CH2:16][CH2:15][CH2:14]1, predict the reactants needed to synthesize it. The reactants are: [CH:1]([C:3]1[CH:10]=[CH:9][C:6]([C:7]#[N:8])=[CH:5][CH:4]=1)=[O:2].ClB([CH:13]1[CH2:18][CH2:17][CH2:16][CH2:15][CH2:14]1)[CH:13]1[CH2:18][CH2:17][CH2:16][CH2:15][CH2:14]1.N1C(C)=CC=CC=1C.OO.[OH-].[Na+]. (5) Given the product [CH2:1]([C:6]1[N:7]=[C:8]([C:11]#[N:12])[S:9][CH:10]=1)[C:2]([CH3:5])([CH3:4])[CH3:3], predict the reactants needed to synthesize it. The reactants are: [CH2:1]([C:6]1[N:7]=[C:8]([CH:11]=[N:12]O)[S:9][CH:10]=1)[C:2]([CH3:5])([CH3:4])[CH3:3].C(OC(=O)C)(=O)C.[OH-].[Na+].